This data is from Forward reaction prediction with 1.9M reactions from USPTO patents (1976-2016). The task is: Predict the product of the given reaction. (1) Given the reactants [F:1][C:2]([F:40])([F:39])[C:3]1[CH:4]=[C:5]([C:13]2([C:35]([F:38])([F:37])[F:36])[CH2:17][CH2:16][N:15]([C:18]3[CH:32]=[CH:31][C:21]([CH2:22][NH:23][C:24](=[O:30])[O:25][C:26]([CH3:29])([CH3:28])[CH3:27])=[C:20]([Cl:33])[CH:19]=3)[C:14]2=[O:34])[CH:6]=[C:7]([C:9]([F:12])([F:11])[F:10])[CH:8]=1.CCCCCC.[H-].C([Al+]CC(C)C)C(C)C.C(O)C.C(=O)=O, predict the reaction product. The product is: [F:40][C:2]([F:1])([F:39])[C:3]1[CH:4]=[C:5]([C:13]2([C:35]([F:36])([F:37])[F:38])[CH2:17][CH2:16][N:15]([C:18]3[CH:32]=[CH:31][C:21]([CH2:22][NH:23][C:24](=[O:30])[O:25][C:26]([CH3:29])([CH3:28])[CH3:27])=[C:20]([Cl:33])[CH:19]=3)[CH:14]2[OH:34])[CH:6]=[C:7]([C:9]([F:10])([F:12])[F:11])[CH:8]=1. (2) Given the reactants [Cl:1][C:2]1[CH:3]=[CH:4][C:5]([O:24][CH3:25])=[C:6]([S:8]([N:11]2[C:16]3[CH:17]=[C:18]([C:21]([OH:23])=O)[CH:19]=[CH:20][C:15]=3[O:14][CH2:13][CH2:12]2)(=[O:10])=[O:9])[CH:7]=1.C(N(CC)CC)C.[Cl-].[CH2:34]([O:36][C:37](=[O:45])[C:38]1[CH:43]=[CH:42][C:41]([NH2:44])=[CH:40][CH:39]=1)[CH3:35], predict the reaction product. The product is: [CH2:34]([O:36][C:37](=[O:45])[C:38]1[CH:43]=[CH:42][C:41]([NH:44][C:21]([C:18]2[CH:19]=[CH:20][C:15]3[O:14][CH2:13][CH2:12][N:11]([S:8]([C:6]4[CH:7]=[C:2]([Cl:1])[CH:3]=[CH:4][C:5]=4[O:24][CH3:25])(=[O:9])=[O:10])[C:16]=3[CH:17]=2)=[O:23])=[CH:40][CH:39]=1)[CH3:35]. (3) Given the reactants [CH2:1]([O:8][CH2:9][CH2:10][N:11]([CH2:30][CH2:31][O:32][Si:33]([C:36]([CH3:39])([CH3:38])[CH3:37])([CH3:35])[CH3:34])[C:12]1[C:17]([N+:18]([O-:20])=[O:19])=[C:16]([N:21]([CH:23]2[CH2:27][CH2:26][CH2:25][CH2:24]2)[CH3:22])[N:15]=[C:14](SC)[N:13]=1)[C:2]1[CH:7]=[CH:6][CH:5]=[CH:4][CH:3]=1.ClC1C=CC=C(C(OO)=O)C=1.[C-:51]#[N:52].[Na+], predict the reaction product. The product is: [CH2:1]([O:8][CH2:9][CH2:10][N:11]([CH2:30][CH2:31][O:32][Si:33]([C:36]([CH3:39])([CH3:38])[CH3:37])([CH3:35])[CH3:34])[C:12]1[C:17]([N+:18]([O-:20])=[O:19])=[C:16]([N:21]([CH:23]2[CH2:27][CH2:26][CH2:25][CH2:24]2)[CH3:22])[N:15]=[C:14]([C:51]#[N:52])[N:13]=1)[C:2]1[CH:7]=[CH:6][CH:5]=[CH:4][CH:3]=1. (4) Given the reactants [Br:1][C:2]1[C:6]2=[N:7][CH:8]=[CH:9][C:10]([O:11][CH3:12])=[C:5]2[S:4][C:3]=1C(O)=O.C1C=CC(OP([O:28][C:29]2C=CC=CC=2)(N=[N+]=[N-])=O)=CC=1.CC[N:37](C(C)C)C(C)C.[C:44]([OH:48])([CH3:47])([CH3:46])[CH3:45], predict the reaction product. The product is: [Br:1][C:2]1[C:6]2=[N:7][CH:8]=[CH:9][C:10]([O:11][CH3:12])=[C:5]2[S:4][C:3]=1[NH:37][C:29](=[O:28])[O:48][C:44]([CH3:47])([CH3:46])[CH3:45]. (5) Given the reactants [O-]P([O-])([O-])=O.[K+].[K+].[K+].[NH2:9][CH2:10][CH:11]([C:13]1[CH:18]=[CH:17][CH:16]=[CH:15][CH:14]=1)[OH:12].I[C:20]1[CH:25]=[CH:24][CH:23]=[C:22]([N+:26]([O-:28])=[O:27])[CH:21]=1.C(O)CO, predict the reaction product. The product is: [N+:26]([C:22]1[CH:21]=[C:20]([NH:9][CH2:10][CH:11]([C:13]2[CH:18]=[CH:17][CH:16]=[CH:15][CH:14]=2)[OH:12])[CH:25]=[CH:24][CH:23]=1)([O-:28])=[O:27]. (6) Given the reactants Cl[C:2]1[CH:7]=[CH:6][N:5]=[C:4]2[CH:8]=[C:9]([C:11]([N:13]3[CH2:17][CH2:16][C@@H:15]([OH:18])[CH2:14]3)=[O:12])[S:10][C:3]=12.[CH2:19]([NH:22][C:23]([C:25]1[C:33]2[C:28](=[CH:29][C:30]([OH:34])=[CH:31][CH:32]=2)[N:27]([CH3:35])[C:26]=1[CH3:36])=[O:24])[CH2:20][CH3:21].C([O-])([O-])=O.[Cs+].[Cs+], predict the reaction product. The product is: [CH2:19]([NH:22][C:23]([CH:25]1[C:33]2[C:28](=[CH:29][C:30]([O:34][C:2]3[CH:7]=[CH:6][N:5]=[C:4]4[CH:8]=[C:9]([C:11]([N:13]5[CH2:17][CH2:16][CH:15]([OH:18])[CH2:14]5)=[O:12])[S:10][C:3]=34)=[CH:31][CH:32]=2)[N:27]([CH3:35])[CH:26]1[CH3:36])=[O:24])[CH2:20][CH3:21].